From a dataset of Choline transporter screen with 302,306 compounds. Binary Classification. Given a drug SMILES string, predict its activity (active/inactive) in a high-throughput screening assay against a specified biological target. (1) The molecule is S(=O)(=O)(NCc1ccccc1)c1cc(C(=O)NC2CCC(CC2)C)ccc1. The result is 1 (active). (2) The result is 0 (inactive). The compound is O=c1[nH]c(=O)n(c(N)c1C(N1CCN(CC1)c1ccccc1)c1ccc(cc1)C(OC)=O)CC(C)C. (3) The compound is O=C(N1CCN(CC1)c1n(C(C)C)c2c(n1)cccc2)NCc1ccccc1. The result is 0 (inactive). (4) The drug is S1(=O)(=O)CC\C(=N/c2ccc(OC)cc2)c2c1scc2. The result is 0 (inactive). (5) The compound is S(=O)(=O)(N)c1cc(NC(=S)NC(=O)c2cc([N+]([O-])=O)ccc2)ccc1. The result is 0 (inactive).